This data is from CYP3A4 inhibition data for predicting drug metabolism from PubChem BioAssay. The task is: Regression/Classification. Given a drug SMILES string, predict its absorption, distribution, metabolism, or excretion properties. Task type varies by dataset: regression for continuous measurements (e.g., permeability, clearance, half-life) or binary classification for categorical outcomes (e.g., BBB penetration, CYP inhibition). Dataset: cyp3a4_veith. The molecule is CCOCC(=O)Nc1cc(C(=O)Nc2ccccc2)ccc1Cl. The result is 0 (non-inhibitor).